Predict which catalyst facilitates the given reaction. From a dataset of Catalyst prediction with 721,799 reactions and 888 catalyst types from USPTO. (1) Reactant: [Br:1][C:2]1[N:3]([C:13]2[N:14]=[CH:15][N:16]=[C:17]([NH2:20])[C:18]=2[N:19]=1)[C@@H:4]1[O:12][C@H:9]([CH2:10][OH:11])[C@@H:7]([OH:8])[C@H:5]1[OH:6].[CH2:21](Br)[C:22]1[CH:27]=[CH:26][CH:25]=[CH:24][CH:23]=1. Product: [CH2:21]([NH:20][C:17]1[N:16]=[CH:15][N:14]=[C:13]2[C:18]=1[N:19]=[C:2]([Br:1])[N:3]2[C@@H:4]1[O:12][C@H:9]([CH2:10][OH:11])[C@@H:7]([OH:8])[C@H:5]1[OH:6])[C:22]1[CH:27]=[CH:26][CH:25]=[CH:24][CH:23]=1. The catalyst class is: 9. (2) Reactant: C(O)(C)C.C([O-])=O.[NH4+].Cl[C:10]1[N:11]=[C:12]([N:25]2[CH2:30][CH2:29][CH2:28][CH2:27][CH2:26]2)[C:13]2[N:19]=[C:18]([C:20]([O:22][CH3:23])=[O:21])[CH:17]=[C:16](Cl)[C:14]=2[N:15]=1. Product: [N:25]1([C:12]2[C:13]3[N:19]=[C:18]([C:20]([O:22][CH3:23])=[O:21])[CH:17]=[CH:16][C:14]=3[N:15]=[CH:10][N:11]=2)[CH2:30][CH2:29][CH2:28][CH2:27][CH2:26]1. The catalyst class is: 522.